Dataset: Reaction yield outcomes from USPTO patents with 853,638 reactions. Task: Predict the reaction yield, written as a fraction of the theoretical maximum amount of product (1.0 means a 100% yield; for example, 0.34 means a 34% yield). (1) The reactants are [Cl:1][C:2]1[N:3]=[C:4](Cl)[C:5]2[CH2:11][O:10][CH2:9][CH:8]([C:12]3[CH:17]=[CH:16][C:15]([Cl:18])=[CH:14][CH:13]=3)[C:6]=2[N:7]=1.Cl.[CH3:21][NH2:22]. No catalyst specified. The product is [Cl:1][C:2]1[N:3]=[C:4]([NH:22][CH3:21])[C:5]2[CH2:11][O:10][CH2:9][CH:8]([C:12]3[CH:17]=[CH:16][C:15]([Cl:18])=[CH:14][CH:13]=3)[C:6]=2[N:7]=1. The yield is 0.305. (2) The reactants are [O:1]1[C:5]2[CH:6]=[CH:7][C:8]([C:10]3[C:19]4[C:20](=[O:23])[O:21][CH2:22][C:18]=4[C:17]([OH:24])=[C:16]4[C:11]=3[CH:12]=[C:13]([O:27][CH3:28])[C:14]([O:25][CH3:26])=[CH:15]4)=[CH:9][C:4]=2[O:3][CH2:2]1.IC.[C:31](=O)([O-])[O-].[K+].[K+].[Cl-].[NH4+]. The catalyst is CN(C)C=O. The product is [O:1]1[C:5]2[CH:6]=[CH:7][C:8]([C:10]3[C:19]4[C:20](=[O:23])[O:21][CH2:22][C:18]=4[C:17]([O:24][CH3:31])=[C:16]4[C:11]=3[CH:12]=[C:13]([O:27][CH3:28])[C:14]([O:25][CH3:26])=[CH:15]4)=[CH:9][C:4]=2[O:3][CH2:2]1. The yield is 0.880.